This data is from Forward reaction prediction with 1.9M reactions from USPTO patents (1976-2016). The task is: Predict the product of the given reaction. (1) Given the reactants [OH:1][C:2]1[C:11]2[C:6](=[CH:7][CH:8]=[CH:9][CH:10]=2)[CH:5]=[CH:4][CH:3]=1.Br[CH2:13][C:14]([O:16][C:17]([CH3:20])([CH3:19])[CH3:18])=[O:15].C(=O)([O-])[O-].[K+].[K+].CC(C)=O, predict the reaction product. The product is: [C:17]([O:16][C:14]([CH2:13][O:1][C:2]1[C:11]2[C:6](=[CH:7][CH:8]=[CH:9][CH:10]=2)[CH:5]=[CH:4][CH:3]=1)=[O:15])([CH3:20])([CH3:19])[CH3:18]. (2) The product is: [CH3:29][O:30][C:31]1[CH:32]=[CH:33][C:34]([C:37]([C:61]2[CH:62]=[CH:63][C:64]([O:67][CH3:68])=[CH:65][CH:66]=2)([C:55]2[CH:60]=[CH:59][CH:58]=[CH:57][CH:56]=2)[O:38][CH2:39][C@H:40]2[O:44][C@@H:43]([N:45]3[CH:52]=[CH:51][C:49](=[O:50])[NH:48][C:46]3=[O:47])[C@H:42]([OH:53])[C@@H:41]2[O:54][C:76](=[O:77])[NH:75][C:69]2[CH:74]=[CH:73][CH:72]=[CH:71][CH:70]=2)=[CH:35][CH:36]=1. Given the reactants C1([C@H]2COC(C3C=CC=C(C4OC[C@H](C5C=CC=CC=5)N=4)N=3)=N2)C=CC=CC=1.[CH3:29][O:30][C:31]1[CH:36]=[CH:35][C:34]([C:37]([C:61]2[CH:66]=[CH:65][C:64]([O:67][CH3:68])=[CH:63][CH:62]=2)([C:55]2[CH:60]=[CH:59][CH:58]=[CH:57][CH:56]=2)[O:38][CH2:39][C@H:40]2[O:44][C@@H:43]([N:45]3[CH:52]=[CH:51][C:49](=[O:50])[NH:48][C:46]3=[O:47])[C@H:42]([OH:53])[C@@H:41]2[OH:54])=[CH:33][CH:32]=1.[C:69]1([N:75]=[C:76]=[O:77])[CH:74]=[CH:73][CH:72]=[CH:71][CH:70]=1.COC1C=CC(C(C2C=CC(OC)=CC=2)(C2C=CC=CC=2)OC[C@H]2O[C@@H](N3C=CC(=O)NC3=O)[C@H](OC(=O)NC3C=CC=CC=3)[C@@H]2O)=CC=1, predict the reaction product.